Predict the reactants needed to synthesize the given product. From a dataset of Full USPTO retrosynthesis dataset with 1.9M reactions from patents (1976-2016). Given the product [N:1]1([C:6]2[O:10][C:9]3[C:11]([OH:17])=[C:12]([O:15][CH3:16])[CH:13]=[CH:14][C:8]=3[C:7]=2[C:18](=[O:31])[C:19]2[CH:20]=[C:21]([O:29][CH3:30])[C:22]([O:27][CH3:28])=[C:23]([O:25][CH3:26])[CH:24]=2)[CH:35]=[CH:34][CH:33]=[CH:5]1, predict the reactants needed to synthesize it. The reactants are: [N:1]1([C:6]2[O:10][C:9]3[C:11]([OH:17])=[C:12]([O:15][CH3:16])[CH:13]=[CH:14][C:8]=3[C:7]=2[C:18](=[O:31])[C:19]2[CH:24]=[C:23]([O:25][CH3:26])[C:22]([O:27][CH3:28])=[C:21]([O:29][CH3:30])[CH:20]=2)[CH:5]=NC=N1.N1C=[CH:35][CH:34]=[CH:33]1.